The task is: Predict the reaction yield, written as a fraction of the theoretical maximum amount of product (1.0 means a 100% yield; for example, 0.34 means a 34% yield).. This data is from Reaction yield outcomes from USPTO patents with 853,638 reactions. (1) The reactants are [F:1][C:2]([F:23])([F:22])[C:3]1[CH:8]=[C:7]([C:9]([F:12])([F:11])[F:10])[CH:6]=[CH:5][C:4]=1[C:13]1[CH:14]=[C:15]([NH2:21])[C:16]([NH2:20])=[CH:17][C:18]=1[Cl:19].[F:24][C:25]([F:36])([F:35])[C:26]([F:34])([F:33])[C:27]([F:32])([F:31])[C:28](O)=O. No catalyst specified. The product is [F:23][C:2]([F:22])([F:1])[C:3]1[CH:8]=[C:7]([C:9]([F:10])([F:11])[F:12])[CH:6]=[CH:5][C:4]=1[C:13]1[C:18]([Cl:19])=[CH:17][C:16]2[N:20]=[C:28]([C:27]([F:31])([F:32])[C:26]([F:33])([F:34])[C:25]([F:36])([F:35])[F:24])[NH:21][C:15]=2[CH:14]=1. The yield is 0.310. (2) The reactants are C([O:3][C:4]([C:6]1[CH:7]=[C:8]2[C:13](=[CH:14][CH:15]=1)[NH:12][CH:11]([C:16]1[CH:21]=[CH:20][CH:19]=[C:18]([NH:22][C:23]([CH3:34])([CH3:33])[C:24]([N:26]3[CH2:31][CH2:30][N:29]([CH3:32])[CH2:28][CH2:27]3)=[O:25])[CH:17]=1)[C:10]([CH3:36])([CH3:35])[CH2:9]2)=[O:5])C.Cl. The catalyst is CO.O1CCCC1.[OH-].[Na+].O. The product is [CH3:34][C:23]([NH:22][C:18]1[CH:17]=[C:16]([CH:11]2[C:10]([CH3:35])([CH3:36])[CH2:9][C:8]3[C:13](=[CH:14][CH:15]=[C:6]([C:4]([OH:5])=[O:3])[CH:7]=3)[NH:12]2)[CH:21]=[CH:20][CH:19]=1)([CH3:33])[C:24]([N:26]1[CH2:27][CH2:28][N:29]([CH3:32])[CH2:30][CH2:31]1)=[O:25]. The yield is 0.00400. (3) The reactants are [Al].[Li].[O:3]=[C:4]1[CH:12]([CH2:13][CH2:14][C:15](OC)=[O:16])[C:11]2[C:6](=[CH:7][CH:8]=[CH:9][CH:10]=2)[NH:5]1. The catalyst is O1CCCC1. The product is [OH:16][CH2:15][CH2:14][CH2:13][CH:12]1[C:11]2[C:6](=[CH:7][CH:8]=[CH:9][CH:10]=2)[NH:5][C:4]1=[O:3]. The yield is 0.860. (4) The reactants are [O:1]([C:8]1[CH:13]=[CH:12][C:11]([CH2:14][C:15](Cl)=[N:16][OH:17])=[CH:10][N:9]=1)[C:2]1[CH:7]=[CH:6][CH:5]=[CH:4][CH:3]=1.[C:19]([C:21]1[C:22]([NH2:28])=[N:23][C:24]([NH2:27])=[CH:25][CH:26]=1)#[CH:20].C(N(CC)CC)C. The catalyst is O1CCCC1. The product is [O:1]([C:8]1[N:9]=[CH:10][C:11]([CH2:14][C:15]2[CH:20]=[C:19]([C:21]3[C:22]([NH2:28])=[N:23][C:24]([NH2:27])=[CH:25][CH:26]=3)[O:17][N:16]=2)=[CH:12][CH:13]=1)[C:2]1[CH:7]=[CH:6][CH:5]=[CH:4][CH:3]=1. The yield is 0.970. (5) The reactants are Cl.[CH3:2][NH:3][O:4][CH3:5].CCN(C(C)C)C(C)C.C[Al](C)C.[F:19][CH:20]([F:41])[O:21][C:22]1[CH:27]=[CH:26][CH:25]=[CH:24][C:23]=1[N:28]1[CH:33]=[C:32]([O:34][CH3:35])[C:31](=[O:36])[C:30]([C:37]([O:39]C)=O)=[N:29]1. The catalyst is C(Cl)Cl. The product is [F:41][CH:20]([F:19])[O:21][C:22]1[CH:27]=[CH:26][CH:25]=[CH:24][C:23]=1[N:28]1[CH:33]=[C:32]([O:34][CH3:35])[C:31](=[O:36])[C:30]([C:37]([N:3]([O:4][CH3:5])[CH3:2])=[O:39])=[N:29]1. The yield is 0.750. (6) The reactants are [CH:1]1([C:4]2[CH:5]=[CH:6][C:7]([O:10][C:11]3[CH:12]=[C:13]([CH:28]=[CH:29][CH:30]=3)[CH:14]=[C:15]3[CH2:20][CH2:19][N:18](C(OC(C)(C)C)=O)[CH2:17][CH2:16]3)=[N:8][CH:9]=2)[CH2:3][CH2:2]1.[F:31][C:32]([F:37])([F:36])[C:33]([OH:35])=[O:34]. The catalyst is C(Cl)Cl. The product is [F:31][C:32]([F:37])([F:36])[C:33]([OH:35])=[O:34].[CH:1]1([C:4]2[CH:5]=[CH:6][C:7]([O:10][C:11]3[CH:30]=[CH:29][CH:28]=[C:13]([CH:14]=[C:15]4[CH2:20][CH2:19][NH:18][CH2:17][CH2:16]4)[CH:12]=3)=[N:8][CH:9]=2)[CH2:3][CH2:2]1. The yield is 0.700. (7) The reactants are [NH2:1][C:2]1[C:3]([Br:21])=[C:4]2[C:10](=[CH:11][CH:12]=1)[CH:9]1[CH2:13][CH2:14][CH:5]2[CH2:6][N:7]([C:15](=[O:20])[C:16]([F:19])([F:18])[F:17])[CH2:8]1.Cl[C:23]1[N:28]=[C:27]([NH:29][C:30]2[CH:39]=[CH:38][CH:37]=[CH:36][C:31]=2[C:32]([NH:34][CH3:35])=[O:33])[C:26]([Cl:40])=[CH:25][N:24]=1.Cl.O1CCOCC1. The catalyst is CC(O)C. The product is [Br:21][C:3]1[C:2]([NH:1][C:23]2[N:28]=[C:27]([NH:29][C:30]3[CH:39]=[CH:38][CH:37]=[CH:36][C:31]=3[C:32]([NH:34][CH3:35])=[O:33])[C:26]([Cl:40])=[CH:25][N:24]=2)=[CH:12][CH:11]=[C:10]2[C:4]=1[CH:5]1[CH2:14][CH2:13][CH:9]2[CH2:8][N:7]([C:15](=[O:20])[C:16]([F:19])([F:17])[F:18])[CH2:6]1. The yield is 0.190.